Dataset: Catalyst prediction with 721,799 reactions and 888 catalyst types from USPTO. Task: Predict which catalyst facilitates the given reaction. (1) Reactant: [CH3:1][O:2][C:3](=[O:26])[CH:4]([C:7]1[S:11][C:10]([NH:12][C:13]([NH:15][C:16]2[CH:21]=[CH:20][CH:19]=[C:18]([C:22]([F:25])([F:24])[F:23])[CH:17]=2)=[O:14])=[N:9][CH:8]=1)[CH2:5][OH:6].C(N(CC)CC)C.FC(F)(F)S(O[Si:40]([CH:47]([CH3:49])[CH3:48])([CH:44]([CH3:46])[CH3:45])[CH:41]([CH3:43])[CH3:42])(=O)=O. Product: [CH3:1][O:2][C:3](=[O:26])[CH:4]([C:7]1[S:11][C:10]([NH:12][C:13]([NH:15][C:16]2[CH:21]=[CH:20][CH:19]=[C:18]([C:22]([F:24])([F:25])[F:23])[CH:17]=2)=[O:14])=[N:9][CH:8]=1)[CH2:5][O:6][Si:40]([CH:47]([CH3:49])[CH3:48])([CH:44]([CH3:46])[CH3:45])[CH:41]([CH3:43])[CH3:42]. The catalyst class is: 410. (2) Reactant: [Cl:1][C:2]1[CH:3]=[C:4]([CH:8]=[C:9]([Cl:11])[N:10]=1)[C:5]([OH:7])=[O:6].[C:12](OC(O[C:12]([CH3:15])([CH3:14])[CH3:13])N(C)C)([CH3:15])([CH3:14])[CH3:13]. Product: [C:12]([O:6][C:5](=[O:7])[C:4]1[CH:8]=[C:9]([Cl:11])[N:10]=[C:2]([Cl:1])[CH:3]=1)([CH3:15])([CH3:14])[CH3:13]. The catalyst class is: 715. (3) Reactant: [NH2:1][C:2]1[CH:10]=[C:9]([O:11][CH3:12])[CH:8]=[C:7]([O:13][CH3:14])[C:3]=1[C:4]([NH2:6])=[O:5].[CH:15]([C:17]1[CH:27]=[C:26]([CH3:28])[C:20]([CH2:21][NH:22][C:23](=[O:25])[CH3:24])=[C:19]([CH3:29])[CH:18]=1)=O.S(=O)(O)[O-].[Na+].CC1C=CC(S(O)(=O)=O)=CC=1.O. Product: [CH3:14][O:13][C:7]1[CH:8]=[C:9]([O:11][CH3:12])[CH:10]=[C:2]2[C:3]=1[C:4](=[O:5])[NH:6][C:15]([C:17]1[CH:27]=[C:26]([CH3:28])[C:20]([CH2:21][NH:22][C:23](=[O:25])[CH3:24])=[C:19]([CH3:29])[CH:18]=1)=[N:1]2. The catalyst class is: 80. (4) Reactant: [O:1]1[C:10]2[C:5](=[CH:6][CH:7]=[CH:8][CH:9]=2)[C@H:4]([N:11]2[C:19](=[O:20])[NH:18][C:17]3[C:12]2=[N:13][C:14]([N:21]2[C:25]4[CH:26]=[C:27]([C:30]#[N:31])[CH:28]=[CH:29][C:24]=4[N:23]=[CH:22]2)=[N:15][CH:16]=3)[CH2:3][CH2:2]1.Br[CH2:33][C:34]#[N:35].CCN(P1(N(C)CCCN1)=NC(C)(C)C)CC. Product: [O:1]1[C:10]2[C:5](=[CH:6][CH:7]=[CH:8][CH:9]=2)[CH:4]([N:11]2[C:19](=[O:20])[N:18]([CH2:33][C:34]#[N:35])[C:17]3[C:12]2=[N:13][C:14]([N:21]2[C:25]4[CH:26]=[C:27]([C:30]#[N:31])[CH:28]=[CH:29][C:24]=4[N:23]=[CH:22]2)=[N:15][CH:16]=3)[CH2:3][CH2:2]1. The catalyst class is: 10. (5) Reactant: [CH:1]1([C:4]#[C:5][C:6]2[S:7][CH:8]=[C:9]([C:11]([O:13]C)=[O:12])[N:10]=2)[CH2:3][CH2:2]1.[OH-].[Na+].Cl. Product: [CH:1]1([C:4]#[C:5][C:6]2[S:7][CH:8]=[C:9]([C:11]([OH:13])=[O:12])[N:10]=2)[CH2:3][CH2:2]1. The catalyst class is: 125. (6) Reactant: [N:1]1[CH:6]=[CH:5][C:4]([C:7]2[C:15]3[C:10](=[CH:11][CH:12]=[C:13]([NH2:16])[CH:14]=3)[N:9]([C:17]([C:30]3[CH:35]=[CH:34][CH:33]=[CH:32][CH:31]=3)([C:24]3[CH:29]=[CH:28][CH:27]=[CH:26][CH:25]=3)[C:18]3[CH:23]=[CH:22][CH:21]=[CH:20][CH:19]=3)[N:8]=2)=[CH:3][CH:2]=1.OS(O)(=O)=O.N([O-])=O.[Na+].[N-:45]=[N+:46]=[N-].[Na+]. Product: [N:16]([C:13]1[CH:14]=[C:15]2[C:10](=[CH:11][CH:12]=1)[N:9]([C:17]([C:24]1[CH:25]=[CH:26][CH:27]=[CH:28][CH:29]=1)([C:30]1[CH:31]=[CH:32][CH:33]=[CH:34][CH:35]=1)[C:18]1[CH:23]=[CH:22][CH:21]=[CH:20][CH:19]=1)[N:8]=[C:7]2[C:4]1[CH:5]=[CH:6][N:1]=[CH:2][CH:3]=1)=[N+:45]=[N-:46]. The catalyst class is: 6. (7) Reactant: C(N1C=CN=C1)(N1C=CN=C1)=O.[CH:13]1([C:19]2[C:20]3[CH:21]=[CH:22][C:23]([C:43]([OH:45])=O)=[CH:24][C:25]=3[N:26]3[CH2:32][C:31]([C:33]([O:35][CH3:36])=[O:34])=[CH:30][C:29]4[CH:37]=[C:38]([O:41][CH3:42])[CH:39]=[CH:40][C:28]=4[C:27]=23)[CH2:18][CH2:17][CH2:16][CH2:15][CH2:14]1.[CH3:46][CH:47]([S:49]([NH2:52])(=[O:51])=[O:50])[CH3:48].C1CCN2C(=NCCC2)CC1. Product: [CH:13]1([C:19]2[C:20]3[CH:21]=[CH:22][C:23]([C:43](=[O:45])[NH:52][S:49]([CH:47]([CH3:48])[CH3:46])(=[O:51])=[O:50])=[CH:24][C:25]=3[N:26]3[CH2:32][C:31]([C:33]([O:35][CH3:36])=[O:34])=[CH:30][C:29]4[CH:37]=[C:38]([O:41][CH3:42])[CH:39]=[CH:40][C:28]=4[C:27]=23)[CH2:14][CH2:15][CH2:16][CH2:17][CH2:18]1. The catalyst class is: 49. (8) Reactant: [OH-].[Na+].[NH2:3][C:4]1[C:16]2[C:15]([C:17]3[CH:18]=[C:19]([NH:23]C(=O)C4C=CC=CC=4)[CH:20]=[CH:21][CH:22]=3)=[C:14]3[N:9]([CH2:10][CH2:11][CH2:12][CH2:13]3)[C:8]=2[N:7]=[CH:6][N:5]=1. Product: [NH2:23][C:19]1[CH:18]=[C:17]([C:15]2[C:16]3[C:4]([NH2:3])=[N:5][CH:6]=[N:7][C:8]=3[N:9]3[C:14]=2[CH2:13][CH2:12][CH2:11][CH2:10]3)[CH:22]=[CH:21][CH:20]=1. The catalyst class is: 5. (9) Reactant: [CH3:1][N:2]1[CH2:7][CH2:6][N:5]([C:8]2[C:16]3[C:11](=[CH:12][CH:13]=[C:14]([C:17]([O-:19])=O)[CH:15]=3)[NH:10][N:9]=2)[CH2:4][CH2:3]1.[Li+].C(Cl)CCl.C1C=CC2N(O)N=NC=2C=1.CCN(CC)CC.[Cl:42][C:43]1[CH:50]=[CH:49][C:46]([CH2:47][NH2:48])=[CH:45][CH:44]=1. Product: [Cl:42][C:43]1[CH:50]=[CH:49][C:46]([CH2:47][NH:48][C:17]([C:14]2[CH:15]=[C:16]3[C:11](=[CH:12][CH:13]=2)[NH:10][N:9]=[C:8]3[N:5]2[CH2:4][CH2:3][N:2]([CH3:1])[CH2:7][CH2:6]2)=[O:19])=[CH:45][CH:44]=1. The catalyst class is: 39. (10) Reactant: [NH:1]1[C:5]2[CH:6]=[CH:7][CH:8]=[C:9]([CH2:10][OH:11])[C:4]=2[N:3]=[CH:2]1.C(Cl)Cl.N1C=CC=CC=1.CC(OI1(OC(C)=O)(OC(C)=O)OC(=O)C2C=CC=CC1=2)=O. Product: [NH:1]1[C:5]2[CH:6]=[CH:7][CH:8]=[C:9]([CH:10]=[O:11])[C:4]=2[N:3]=[CH:2]1. The catalyst class is: 774.